Predict the reactants needed to synthesize the given product. From a dataset of Full USPTO retrosynthesis dataset with 1.9M reactions from patents (1976-2016). (1) Given the product [Cl:33][C:28]1[CH:29]=[C:30]([O:10][CH:9]([C:11]2[CH:16]=[CH:15][CH:14]=[CH:13][C:12]=2[C:17]2[CH:22]=[N:21][CH:20]=[N:19][CH:18]=2)[C:8]([F:7])([F:23])[F:24])[N:31]=[C:26]([NH2:25])[N:27]=1, predict the reactants needed to synthesize it. The reactants are: C([O-])([O-])=O.[Cs+].[Cs+].[F:7][C:8]([F:24])([F:23])[CH:9]([C:11]1[CH:16]=[CH:15][CH:14]=[CH:13][C:12]=1[C:17]1[CH:18]=[N:19][CH:20]=[N:21][CH:22]=1)[OH:10].[NH2:25][C:26]1[N:31]=[C:30](Cl)[CH:29]=[C:28]([Cl:33])[N:27]=1.O. (2) Given the product [NH2:30][C:25]1[S:26]/[C:22](=[CH:21]\[C:11]2[CH:12]=[C:13]3[C:8](=[CH:9][CH:10]=2)[N:7]=[CH:6][C:5]([S:2]([CH3:1])(=[O:4])=[O:3])=[C:14]3[C:15]2[CH:16]=[CH:17][CH:18]=[CH:19][CH:20]=2)/[C:23](=[O:29])[N:24]=1, predict the reactants needed to synthesize it. The reactants are: [CH3:1][S:2]([C:5]1[CH:6]=[N:7][C:8]2[C:13]([C:14]=1[C:15]1[CH:20]=[CH:19][CH:18]=[CH:17][CH:16]=1)=[CH:12][C:11]([CH:21]=[C:22]1[S:26][C:25](SC)=[N:24][C:23]1=[O:29])=[CH:10][CH:9]=2)(=[O:4])=[O:3].[NH3:30]. (3) Given the product [CH3:24][CH:25]([CH3:27])[CH2:26][C:2]1[N:7]=[CH:6][C:5]([N:8]2[CH2:13][CH2:12][N:11]([C:14]([O:16][CH2:17][C:18]([NH:20][CH3:21])=[O:19])=[O:15])[CH2:10][CH2:9]2)=[CH:4][CH:3]=1, predict the reactants needed to synthesize it. The reactants are: Br[C:2]1[N:7]=[CH:6][C:5]([N:8]2[CH2:13][CH2:12][N:11]([C:14]([O:16][CH2:17][C:18]([NH:20][CH3:21])=[O:19])=[O:15])[CH2:10][CH2:9]2)=[CH:4][CH:3]=1.Br[Zn][CH2:24][CH:25]([CH3:27])[CH3:26].O.C(OCC)(=O)C. (4) Given the product [CH3:1][C:2]1[C:11]([C:12]([O:14][CH3:15])=[O:13])=[CH:10][N:9]2[C:3]=1[C:4]([Cl:18])=[N:6][CH:7]=[N:8]2, predict the reactants needed to synthesize it. The reactants are: [CH3:1][C:2]1[C:11]([C:12]([O:14][CH3:15])=[O:13])=[CH:10][N:9]2[C:3]=1[C:4]([NH:6][CH2:7][NH:8]2)=O.P(Cl)(Cl)([Cl:18])=O.CCN(C(C)C)C(C)C. (5) Given the product [CH3:51][C:35]([O:44][C:45]1[CH:50]=[CH:49][CH:48]=[CH:47][CH:46]=1)([CH2:36][C:37]1[CH:42]=[CH:41][C:40]([O:20][CH2:19][CH2:18][C:3]2[N:4]=[C:5]([C:7]3[CH:8]=[CH:9][C:10]([C:13]4[S:14][CH:15]=[CH:16][CH:17]=4)=[CH:11][CH:12]=3)[O:6][C:2]=2[CH3:1])=[CH:39][CH:38]=1)[C:34]([OH:52])=[O:33], predict the reactants needed to synthesize it. The reactants are: [CH3:1][C:2]1[O:6][C:5]([C:7]2[CH:12]=[CH:11][C:10]([C:13]3[S:14][CH:15]=[CH:16][CH:17]=3)=[CH:9][CH:8]=2)=[N:4][C:3]=1[CH2:18][CH2:19][O:20]S(C1C=CC(C)=CC=1)(=O)=O.C([O:33][C:34](=[O:52])[C:35]([CH3:51])([O:44][C:45]1[CH:50]=[CH:49][CH:48]=[CH:47][CH:46]=1)[CH2:36][C:37]1[CH:42]=[CH:41][C:40](O)=[CH:39][CH:38]=1)C. (6) Given the product [Br:1][C:2]1[CH:10]=[CH:9][C:5]([C:6]([NH:15][CH:12]2[CH2:14][CH2:13]2)=[O:8])=[C:4]([CH3:11])[CH:3]=1, predict the reactants needed to synthesize it. The reactants are: [Br:1][C:2]1[CH:10]=[CH:9][C:5]([C:6]([OH:8])=O)=[C:4]([CH3:11])[CH:3]=1.[CH:12]1([NH2:15])[CH2:14][CH2:13]1.C(Cl)CCl. (7) Given the product [CH3:20][C@@H:16]1[C@H:15]([OH:21])[C:14]2[C:9]3[O:8][C:6]([CH:5]=[C:4]([C:3]4[CH:28]=[CH:29][CH:30]=[CH:1][CH:2]=4)[C:10]=3[C:11]3[O:25][C:24]([CH3:27])([CH3:26])[CH:23]=[CH:22][C:12]=3[C:13]=2[O:18][C@H:17]1[CH3:19])=[O:7], predict the reactants needed to synthesize it. The reactants are: [CH3:1][CH2:2][CH2:3][C:4]1[C:10]2[C:11]3[O:25][C:24]([CH3:27])([CH3:26])[CH2:23][CH2:22][C:12]=3[C:13]3[O:18][C@@H:17]([CH3:19])[C@H:16]([CH3:20])[C@H:15]([OH:21])[C:14]=3[C:9]=2[O:8][C:6](=[O:7])[CH:5]=1.[CH3:28][CH2:29][CH2:30]C1C2C3OC(C)(C)C=CC=3C3OC(C)C(C)C(O)C=3C=2OC(=O)C=1.